The task is: Predict the reactants needed to synthesize the given product.. This data is from Full USPTO retrosynthesis dataset with 1.9M reactions from patents (1976-2016). (1) The reactants are: [Cl:1][C:2]1[CH:8]=[C:7]([CH3:9])[CH:6]=[C:5]([CH3:10])[C:3]=1[NH2:4].C([Li])CCC.[Br:16][CH2:17][CH2:18][CH2:19]Br. Given the product [Br:16][CH2:17][CH2:18][CH2:19][NH:4][C:3]1[C:5]([CH3:10])=[CH:6][C:7]([CH3:9])=[CH:8][C:2]=1[Cl:1], predict the reactants needed to synthesize it. (2) Given the product [ClH:28].[F:1][C:2]1[CH:7]=[CH:6][C:5]([C:8]2[N:13]=[CH:12][N:11]=[C:10]([NH:14][C:15]3[CH:16]=[C:17]([CH2:21][S:22]([NH2:25])(=[O:24])=[O:23])[CH:18]=[CH:19][CH:20]=3)[N:9]=2)=[C:4]([O:26][CH3:27])[CH:3]=1, predict the reactants needed to synthesize it. The reactants are: [F:1][C:2]1[CH:7]=[CH:6][C:5]([C:8]2[N:13]=[CH:12][N:11]=[C:10]([NH:14][C:15]3[CH:16]=[C:17]([CH2:21][S:22]([NH2:25])(=[O:24])=[O:23])[CH:18]=[CH:19][CH:20]=3)[N:9]=2)=[C:4]([O:26][CH3:27])[CH:3]=1.[ClH:28].